Dataset: Full USPTO retrosynthesis dataset with 1.9M reactions from patents (1976-2016). Task: Predict the reactants needed to synthesize the given product. (1) Given the product [F:9][C:10]1([F:20])[CH2:12][CH:11]1[C:13](=[O:14])[CH2:1][C:2]#[N:3], predict the reactants needed to synthesize it. The reactants are: [CH3:1][C:2]#[N:3].[Li]CCCC.[F:9][C:10]1([F:20])[CH2:12][CH:11]1[C:13](OCCCC)=[O:14]. (2) Given the product [CH:34]12[CH2:40][CH:37]([CH2:38][CH2:39]1)[CH:36]=[C:35]2[C:2]1[C:6]([C:7]2[CH:8]=[CH:9][C:10]3[O:15][CH2:14][CH2:13][CH2:12][C:11]=3[CH:16]=2)=[C:5]([CH:17]([O:22][C:23]([CH3:24])([CH3:26])[CH3:25])[C:18]([OH:20])=[O:19])[N:4]([CH3:27])[N:3]=1, predict the reactants needed to synthesize it. The reactants are: Br[C:2]1[C:6]([C:7]2[CH:8]=[CH:9][C:10]3[O:15][CH2:14][CH2:13][CH2:12][C:11]=3[CH:16]=2)=[C:5]([CH:17]([O:22][C:23]([CH3:26])([CH3:25])[CH3:24])[C:18]([O:20]C)=[O:19])[N:4]([CH3:27])[N:3]=1.C(=O)([O-])[O-].[Na+].[Na+].[CH:34]12[CH2:40][CH:37]([CH2:38][CH2:39]1)[CH:36]=[C:35]2B(O)O.ClCCl. (3) Given the product [O:13]1[CH2:14][CH2:15][O:16][CH:12]1[CH2:11][CH:5]1[CH2:6][C:7](=[O:9])[CH2:8][C:3](=[O:2])[CH2:4]1, predict the reactants needed to synthesize it. The reactants are: C[O:2][C:3]1[CH2:8][C:7]([O:9]C)=[CH:6][CH:5]([CH2:11][CH:12]2[O:16][CH2:15][CH2:14][O:13]2)[CH:4]=1.C(=O)([O-])[O-].[K+].[K+]. (4) The reactants are: [CH3:1][C:2]([CH3:23])([CH3:22])[CH2:3][NH:4][C:5]1[C:10]([C:11]#[C:12][CH2:13][N:14]2[CH2:19][CH2:18][NH:17][CH2:16][CH2:15]2)=[CH:9][N:8]=[C:7]([C:20]#[N:21])[N:6]=1.[Cl:24][CH2:25][CH2:26][CH2:27][S:28](Cl)(=[O:30])=[O:29].C(N(CC)CC)C.[Cl-].[NH4+]. Given the product [Cl:24][CH2:25][CH2:26][CH2:27][S:28]([N:17]1[CH2:18][CH2:19][N:14]([CH2:13][C:12]#[C:11][C:10]2[C:5]([NH:4][CH2:3][C:2]([CH3:23])([CH3:22])[CH3:1])=[N:6][C:7]([C:20]#[N:21])=[N:8][CH:9]=2)[CH2:15][CH2:16]1)(=[O:30])=[O:29], predict the reactants needed to synthesize it. (5) The reactants are: P([O-])([O-])([O-])=O.[K+].[K+].[K+].[CH3:9][S:10]([C:13]1[CH:18]=[CH:17][C:16](B(O)O)=[CH:15][CH:14]=1)(=[O:12])=[O:11].Br[C:23]1[C:28]([N+:29]([O-:31])=[O:30])=[CH:27][C:26]([Br:32])=[CH:25][N:24]=1. Given the product [Br:32][C:26]1[CH:27]=[C:28]([N+:29]([O-:31])=[O:30])[C:23]([C:16]2[CH:17]=[CH:18][C:13]([S:10]([CH3:9])(=[O:12])=[O:11])=[CH:14][CH:15]=2)=[N:24][CH:25]=1, predict the reactants needed to synthesize it.